From a dataset of Catalyst prediction with 721,799 reactions and 888 catalyst types from USPTO. Predict which catalyst facilitates the given reaction. Reactant: [Cl:1][C:2]1[CH:7]=[C:6]([N+:8]([O-])=O)[CH:5]=[CH:4][C:3]=1[O:11][C:12]1[CH:17]=[CH:16][CH:15]=[C:14]([O:18][CH2:19][CH:20]2[CH2:22][CH2:21]2)[CH:13]=1.[Cl-].[Ca+2].[Cl-]. Product: [Cl:1][C:2]1[CH:7]=[C:6]([CH:5]=[CH:4][C:3]=1[O:11][C:12]1[CH:17]=[CH:16][CH:15]=[C:14]([O:18][CH2:19][CH:20]2[CH2:21][CH2:22]2)[CH:13]=1)[NH2:8]. The catalyst class is: 40.